From a dataset of NCI-60 drug combinations with 297,098 pairs across 59 cell lines. Regression. Given two drug SMILES strings and cell line genomic features, predict the synergy score measuring deviation from expected non-interaction effect. (1) Drug 1: CC12CCC3C(C1CCC2=O)CC(=C)C4=CC(=O)C=CC34C. Drug 2: CC1=C2C(C(=O)C3(C(CC4C(C3C(C(C2(C)C)(CC1OC(=O)C(C(C5=CC=CC=C5)NC(=O)OC(C)(C)C)O)O)OC(=O)C6=CC=CC=C6)(CO4)OC(=O)C)O)C)O. Cell line: NCI-H226. Synergy scores: CSS=41.5, Synergy_ZIP=-2.85, Synergy_Bliss=-1.68, Synergy_Loewe=-10.6, Synergy_HSA=1.80. (2) Drug 1: CC1=C2C(C(=O)C3(C(CC4C(C3C(C(C2(C)C)(CC1OC(=O)C(C(C5=CC=CC=C5)NC(=O)OC(C)(C)C)O)O)OC(=O)C6=CC=CC=C6)(CO4)OC(=O)C)OC)C)OC. Drug 2: CN(C)C1=NC(=NC(=N1)N(C)C)N(C)C. Cell line: SF-539. Synergy scores: CSS=38.5, Synergy_ZIP=-1.21, Synergy_Bliss=-5.93, Synergy_Loewe=-54.1, Synergy_HSA=-7.44. (3) Drug 1: CCN(CC)CCCC(C)NC1=C2C=C(C=CC2=NC3=C1C=CC(=C3)Cl)OC. Drug 2: C1C(C(OC1N2C=NC(=NC2=O)N)CO)O. Cell line: NCI-H460. Synergy scores: CSS=18.5, Synergy_ZIP=-2.08, Synergy_Bliss=0.427, Synergy_Loewe=-2.42, Synergy_HSA=-1.64. (4) Drug 1: CC1=C2C(C(=O)C3(C(CC4C(C3C(C(C2(C)C)(CC1OC(=O)C(C(C5=CC=CC=C5)NC(=O)OC(C)(C)C)O)O)OC(=O)C6=CC=CC=C6)(CO4)OC(=O)C)O)C)O. Drug 2: C#CCC(CC1=CN=C2C(=N1)C(=NC(=N2)N)N)C3=CC=C(C=C3)C(=O)NC(CCC(=O)O)C(=O)O. Cell line: SNB-75. Synergy scores: CSS=34.0, Synergy_ZIP=4.21, Synergy_Bliss=-0.905, Synergy_Loewe=19.4, Synergy_HSA=-1.18. (5) Drug 1: CC(C1=C(C=CC(=C1Cl)F)Cl)OC2=C(N=CC(=C2)C3=CN(N=C3)C4CCNCC4)N. Synergy scores: CSS=46.7, Synergy_ZIP=-1.79, Synergy_Bliss=-0.260, Synergy_Loewe=0.942, Synergy_HSA=1.88. Cell line: NCIH23. Drug 2: C1CC(C1)(C(=O)O)C(=O)O.[NH2-].[NH2-].[Pt+2].